From a dataset of Full USPTO retrosynthesis dataset with 1.9M reactions from patents (1976-2016). Predict the reactants needed to synthesize the given product. (1) Given the product [C:13]([C:11]1[CH:10]=[CH:9][C:3]([NH:4][C:5]([O:7][CH3:8])=[O:6])=[C:2]([F:1])[CH:12]=1)([CH3:16])([CH3:15])[CH3:14], predict the reactants needed to synthesize it. The reactants are: [F:1][C:2]1[CH:12]=[CH:11][CH:10]=[CH:9][C:3]=1[NH:4][C:5]([O:7][CH3:8])=[O:6].[C:13](O)([CH3:16])([CH3:15])[CH3:14].CCCCCC. (2) The reactants are: [OH-].[Li+].[CH:3]1([C@H:9]([NH:14][C:15]([C:17]2[CH:22]=[C:21]([CH3:23])[CH:20]=[CH:19][C:18]=2[NH:24][C:25]([NH:27][C:28]2[C:33]([CH3:34])=[CH:32][CH:31]=[CH:30][C:29]=2[CH3:35])=[O:26])=[O:16])[C:10]([O:12]C)=[O:11])[CH2:8][CH2:7][CH2:6][CH2:5][CH2:4]1.CO.Cl. Given the product [CH:3]1([C@H:9]([NH:14][C:15]([C:17]2[CH:22]=[C:21]([CH3:23])[CH:20]=[CH:19][C:18]=2[NH:24][C:25]([NH:27][C:28]2[C:33]([CH3:34])=[CH:32][CH:31]=[CH:30][C:29]=2[CH3:35])=[O:26])=[O:16])[C:10]([OH:12])=[O:11])[CH2:8][CH2:7][CH2:6][CH2:5][CH2:4]1, predict the reactants needed to synthesize it. (3) Given the product [C:1]([O:7][CH2:8][C@@H:9]([O:34][C:35]([CH3:38])([CH3:36])[CH3:37])[C:10]1[C:25]([CH3:26])=[CH:24][C:13]2[N:14]=[C:15]([C:17]3[CH:22]=[CH:21][N:20]=[C:19]([C:45]4[CH:44]=[CH:43][CH:42]=[C:41]([C:39]#[N:40])[CH:46]=4)[CH:18]=3)[S:16][C:12]=2[C:11]=1[C:27]1[CH:32]=[CH:31][C:30]([Cl:33])=[CH:29][CH:28]=1)(=[O:6])[C:2]([CH3:5])([CH3:4])[CH3:3], predict the reactants needed to synthesize it. The reactants are: [C:1]([O:7][CH2:8][C@@H:9]([O:34][C:35]([CH3:38])([CH3:37])[CH3:36])[C:10]1[C:25]([CH3:26])=[CH:24][C:13]2[N:14]=[C:15]([C:17]3[CH:22]=[CH:21][N:20]=[C:19](Cl)[CH:18]=3)[S:16][C:12]=2[C:11]=1[C:27]1[CH:32]=[CH:31][C:30]([Cl:33])=[CH:29][CH:28]=1)(=[O:6])[C:2]([CH3:5])([CH3:4])[CH3:3].[C:39]([C:41]1[CH:42]=[C:43](B(O)O)[CH:44]=[CH:45][CH:46]=1)#[N:40].C([O-])([O-])=O.[K+].[K+]. (4) Given the product [C:42]([O:44][CH:9]([O:16][C:17]([NH:19][CH2:20][C:21]1([CH2:27][C:28]([O:30][CH2:31][CH2:32][C:33]#[N:34])=[O:29])[CH2:22][CH2:23][CH2:24][CH2:25][CH2:26]1)=[O:18])[C:10]1[CH:15]=[CH:14][CH:13]=[CH:12][CH:11]=1)(=[O:43])[C:37]1[CH:38]=[CH:39][CH:40]=[CH:35][CH:36]=1, predict the reactants needed to synthesize it. The reactants are: C([CH:9]([O:16][C:17]([NH:19][CH2:20][C:21]1([CH2:27][C:28]([O:30][CH2:31][CH2:32][C:33]#[N:34])=[O:29])[CH2:26][CH2:25][CH2:24][CH2:23][CH2:22]1)=[O:18])[C:10]1[CH:15]=[CH:14][CH:13]=[CH:12][CH:11]=1)(=O)C1C=CC=CC=1.[CH:35]1[CH:40]=[C:39](Cl)[CH:38]=[C:37]([C:42]([O:44]O)=[O:43])[CH:36]=1.C([O-])([O-])=O.[Na+].[Na+]. (5) Given the product [Cl:1][C:2]1[CH:3]=[C:4]2[C:8](=[C:9]([NH:11][CH:12]3[CH2:17][CH2:16][CH:15]([C:18]([NH2:27])=[O:20])[CH2:14][CH2:13]3)[CH:10]=1)[NH:7][C:6]([C:21]1[CH:22]=[CH:23][CH:24]=[CH:25][CH:26]=1)=[CH:5]2, predict the reactants needed to synthesize it. The reactants are: [Cl:1][C:2]1[CH:3]=[C:4]2[C:8](=[C:9]([NH:11][CH:12]3[CH2:17][CH2:16][CH:15]([C:18]([OH:20])=O)[CH2:14][CH2:13]3)[CH:10]=1)[NH:7][C:6]([C:21]1[CH:26]=[CH:25][CH:24]=[CH:23][CH:22]=1)=[CH:5]2.[NH4+:27].[Cl-]. (6) Given the product [C:22]([C:21]1[CH:20]=[CH:19][C:18]([NH:24][C@H:25]2[CH2:30][CH2:29][CH2:28][CH2:27][C@H:26]2[NH:31][C:32](=[O:38])[O:33][C:34]([CH3:35])([CH3:36])[CH3:37])=[CH:17][C:16]=1[NH:15][C:2]1[CH:7]=[CH:6][CH:5]=[C:4]([CH3:8])[N:3]=1)#[N:23], predict the reactants needed to synthesize it. The reactants are: Cl[C:2]1[CH:7]=[CH:6][CH:5]=[C:4]([CH3:8])[N:3]=1.C(=O)([O-])[O-].[Cs+].[Cs+].[NH2:15][C:16]1[CH:17]=[C:18]([NH:24][C@H:25]2[CH2:30][CH2:29][CH2:28][CH2:27][C@H:26]2[NH:31][C:32](=[O:38])[O:33][C:34]([CH3:37])([CH3:36])[CH3:35])[CH:19]=[CH:20][C:21]=1[C:22]#[N:23].CC1(C)C2C(=C(P(C3C=CC=CC=3)C3C=CC=CC=3)C=CC=2)OC2C(P(C3C=CC=CC=3)C3C=CC=CC=3)=CC=CC1=2.